This data is from Reaction yield outcomes from USPTO patents with 853,638 reactions. The task is: Predict the reaction yield, written as a fraction of the theoretical maximum amount of product (1.0 means a 100% yield; for example, 0.34 means a 34% yield). (1) The reactants are Cl[C:2]1[C:11]2[CH2:10][CH2:9][C@H:8]3[C@H:12]([CH3:19])[C:13](=[O:18])[C:14]([C:16]#[N:17])=[CH:15][C@:7]3([C:20]3[CH:25]=[CH:24][CH:23]=[CH:22][CH:21]=3)[C:6]=2[N:5]=[C:4]([CH3:26])[N:3]=1.[C:27]1(B(O)O)[CH:32]=[CH:31][CH:30]=[CH:29][CH:28]=1.C(=O)([O-])[O-].[Na+].[Na+]. The catalyst is O1CCOCC1.CN(C)C=O.C1C=CC([P]([Pd]([P](C2C=CC=CC=2)(C2C=CC=CC=2)C2C=CC=CC=2)([P](C2C=CC=CC=2)(C2C=CC=CC=2)C2C=CC=CC=2)[P](C2C=CC=CC=2)(C2C=CC=CC=2)C2C=CC=CC=2)(C2C=CC=CC=2)C2C=CC=CC=2)=CC=1. The product is [CH3:26][C:4]1[N:3]=[C:2]([C:27]2[CH:32]=[CH:31][CH:30]=[CH:29][CH:28]=2)[C:11]2[CH2:10][CH2:9][C@H:8]3[C@H:12]([CH3:19])[C:13](=[O:18])[C:14]([C:16]#[N:17])=[CH:15][C@:7]3([C:20]3[CH:25]=[CH:24][CH:23]=[CH:22][CH:21]=3)[C:6]=2[N:5]=1. The yield is 0.210. (2) The reactants are [OH-:1].[K+].[NH2:3]O.Cl.[Cl:6][C:7]1[CH:8]=[C:9]([C:14]2[CH:19]=[CH:18][C:17]([CH2:20][NH:21][C:22]([CH:24]([CH2:31][CH:32]([CH3:34])[CH3:33])[CH2:25][C:26](OCC)=[O:27])=[O:23])=[CH:16][CH:15]=2)[CH:10]=[CH:11][C:12]=1[Cl:13]. The catalyst is CO. The product is [Cl:6][C:7]1[CH:8]=[C:9]([C:14]2[CH:19]=[CH:18][C:17]([CH2:20][NH:21][C:22](=[O:23])[CH:24]([CH2:31][CH:32]([CH3:34])[CH3:33])[CH2:25][C:26]([NH:3][OH:1])=[O:27])=[CH:16][CH:15]=2)[CH:10]=[CH:11][C:12]=1[Cl:13]. The yield is 0.860. (3) The reactants are [OH:1][C:2]1[C:6]([CH2:7][C:8]([O:10][CH3:11])=[O:9])=[CH:5][N:4]([CH3:12])[N:3]=1.Cl[CH2:14][C:15]1[CH:34]=[CH:33][C:18]([O:19][CH2:20][C:21]2[N:22]=[C:23]([C:27]3[CH:32]=[CH:31][CH:30]=[CH:29][CH:28]=3)[O:24][C:25]=2[CH3:26])=[CH:17][CH:16]=1.C(=O)([O-])[O-].[K+].[K+].CN(C)C=O. The catalyst is O. The product is [CH3:12][N:4]1[CH:5]=[C:6]([CH2:7][C:8]([O:10][CH3:11])=[O:9])[C:2]([O:1][CH2:14][C:15]2[CH:16]=[CH:17][C:18]([O:19][CH2:20][C:21]3[N:22]=[C:23]([C:27]4[CH:32]=[CH:31][CH:30]=[CH:29][CH:28]=4)[O:24][C:25]=3[CH3:26])=[CH:33][CH:34]=2)=[N:3]1. The yield is 0.590. (4) The product is [O:51]([C:33]1[C:32]([B:9]2[O:13][C:12]([CH3:15])([CH3:14])[C:11]([CH3:17])([CH3:16])[O:10]2)=[CH:37][N:36]=[C:35]([N:38]2[CH2:43][CH2:42][CH:41]([N:44]3[CH2:49][CH2:48][N:47]([CH3:50])[CH2:46][CH2:45]3)[CH2:40][CH2:39]2)[CH:34]=1)[CH3:52]. The reactants are O(C1C=C(N2CCN(C(OC(C)(C)C)=O)CC2)C=CC=1[B:9]1[O:13][C:12]([CH3:15])([CH3:14])[C:11]([CH3:17])([CH3:16])[O:10]1)C.Br[C:32]1[C:33]([O:51][CH3:52])=[CH:34][C:35]([N:38]2[CH2:43][CH2:42][CH:41]([N:44]3[CH2:49][CH2:48][N:47]([CH3:50])[CH2:46][CH2:45]3)[CH2:40][CH2:39]2)=[N:36][CH:37]=1. No catalyst specified. The yield is 0.810. (5) The reactants are [CH3:1][C:2]1([CH3:35])[C:8](=[O:9])[NH:7][C:6]2[N:10]=[CH:11][C:12](/[CH:14]=[CH:15]/[C:16]([N:18]([CH3:34])[CH2:19][C:20]3[CH:25]=[CH:24][CH:23]=[C:22]([O:26][C:27]([F:30])([F:29])[F:28])[C:21]=3[O:31][CH2:32][CH3:33])=[O:17])=[CH:13][C:5]=2[CH2:4][NH:3]1.[ClH:36]. The catalyst is C(Cl)Cl.C(OCC)C. The product is [ClH:36].[CH3:35][C:2]1([CH3:1])[C:8](=[O:9])[NH:7][C:6]2[N:10]=[CH:11][C:12](/[CH:14]=[CH:15]/[C:16]([N:18]([CH3:34])[CH2:19][C:20]3[CH:25]=[CH:24][CH:23]=[C:22]([O:26][C:27]([F:29])([F:30])[F:28])[C:21]=3[O:31][CH2:32][CH3:33])=[O:17])=[CH:13][C:5]=2[CH2:4][NH:3]1. The yield is 0.620. (6) The reactants are [H-].C([Al+]CC(C)C)C(C)C.CCCCCCC.[Br:18][C:19]1[CH:28]=[C:27]2[C:22]([C:23](=[O:29])[CH:24]=[CH:25][O:26]2)=[CH:21][CH:20]=1. The catalyst is O1CCCC1. The product is [Br:18][C:19]1[CH:28]=[C:27]2[C:22]([C:23](=[O:29])[CH2:24][CH2:25][O:26]2)=[CH:21][CH:20]=1. The yield is 0.780. (7) The reactants are [Cl:1][C:2]1[CH:3]=[C:4]2[C:8](=[CH:9][CH:10]=1)[N:7]([CH2:11][C:12]1[CH:19]=[CH:18][C:15]([C:16]#[N:17])=[CH:14][CH:13]=1)[C:6]([C:20]1[CH:21]=[N:22][CH:23]=[CH:24][CH:25]=1)=[C:5]2[CH3:26].[N-:27]=[N+:28]=[N-:29].[Na+].[Cl-].[NH4+].CN(C=[O:37])C. No catalyst specified. The product is [NH4+:7].[OH-:37].[Cl:1][C:2]1[CH:3]=[C:4]2[C:8](=[CH:9][CH:10]=1)[N:7]([CH2:11][C:12]1[CH:13]=[CH:14][C:15]([C:16]3[N:27]=[N:28][NH:29][N:17]=3)=[CH:18][CH:19]=1)[C:6]([C:20]1[CH:21]=[N:22][CH:23]=[CH:24][CH:25]=1)=[C:5]2[CH3:26]. The yield is 0.00100. (8) The reactants are [NH2:1][C:2]1[N:6]=[CH:5][N:4]([C:7]2[CH:14]=[CH:13][C:12](/[CH:15]=[CH:16]/[CH:17]([C:22]3[CH:27]=[C:26]([Cl:28])[C:25]([Cl:29])=[C:24]([Cl:30])[CH:23]=3)[C:18]([F:21])([F:20])[F:19])=[CH:11][C:8]=2[C:9]#[N:10])[N:3]=1.C(N(CC)CC)C.[CH:38]1([C:41](Cl)=[O:42])[CH2:40][CH2:39]1. The catalyst is C(Cl)Cl. The product is [C:9]([C:8]1[CH:11]=[C:12](/[CH:15]=[CH:16]/[CH:17]([C:22]2[CH:23]=[C:24]([Cl:30])[C:25]([Cl:29])=[C:26]([Cl:28])[CH:27]=2)[C:18]([F:19])([F:20])[F:21])[CH:13]=[CH:14][C:7]=1[N:4]1[CH:5]=[N:6][C:2]([NH:1][C:41]([CH:38]2[CH2:40][CH2:39]2)=[O:42])=[N:3]1)#[N:10]. The yield is 0.340.